From a dataset of Full USPTO retrosynthesis dataset with 1.9M reactions from patents (1976-2016). Predict the reactants needed to synthesize the given product. (1) Given the product [OH:16][C:15]1[CH:17]=[C:18]([OH:19])[CH:20]=[CH:21][C:22]=1[C:2]1[N:4]=[C:5]([C:26]2[CH:27]=[CH:28][C:29]([CH3:30])=[C:24]([CH3:23])[CH:25]=2)[N:7]=[C:8]([C:26]2[CH:27]=[CH:28][C:29]([CH3:30])=[C:24]([CH3:23])[CH:25]=2)[N:1]=1, predict the reactants needed to synthesize it. The reactants are: [N:1]1[C:8](Cl)=[N:7][C:5](Cl)=[N:4][C:2]=1Cl.[Cl-].[Al+3].[Cl-].[Cl-].Cl.[C:15]1([CH:22]=[CH:21][CH:20]=[C:18]([OH:19])[CH:17]=1)[OH:16].[CH3:23][C:24]1[CH:25]=[CH:26][CH:27]=[CH:28][C:29]=1[CH3:30]. (2) Given the product [C:1]([O:5][C:6]([N:8]1[CH2:13][CH2:12][N:11]([C:14]2[CH:22]=[CH:21][CH:20]=[C:19]3[C:15]=2[CH:16]=[CH:17][N:18]3[S:29]([C:23]2[CH:28]=[CH:27][CH:26]=[CH:25][CH:24]=2)(=[O:31])=[O:30])[CH2:10][CH2:9]1)=[O:7])([CH3:4])([CH3:2])[CH3:3], predict the reactants needed to synthesize it. The reactants are: [C:1]([O:5][C:6]([N:8]1[CH2:13][CH2:12][N:11]([C:14]2[CH:22]=[CH:21][CH:20]=[C:19]3[C:15]=2[CH:16]=[CH:17][NH:18]3)[CH2:10][CH2:9]1)=[O:7])([CH3:4])([CH3:3])[CH3:2].[C:23]1([S:29](Cl)(=[O:31])=[O:30])[CH:28]=[CH:27][CH:26]=[CH:25][CH:24]=1. (3) The reactants are: C(O[C:4]([C:6]1([CH2:12][CH2:13]OC)[CH2:11][CH2:10][NH:9][CH2:8][CH2:7]1)=[O:5])C.[F:16][C:17]([F:30])([F:29])[O:18][C:19]1[CH:24]=[CH:23][CH:22]=[CH:21][C:20]=1[S:25](Cl)(=[O:27])=[O:26].[F:31][C:32]([F:43])([F:42])[CH2:33][O:34][C:35]1[CH:40]=[CH:39][C:38]([NH2:41])=[CH:37][CH:36]=1. Given the product [F:31][C:32]([F:42])([F:43])[CH2:33][O:34][C:35]1[CH:36]=[CH:37][C:38]([N:41]2[CH2:13][CH2:12][C:6]3([CH2:7][CH2:8][N:9]([S:25]([C:20]4[CH:21]=[CH:22][CH:23]=[CH:24][C:19]=4[O:18][C:17]([F:30])([F:29])[F:16])(=[O:27])=[O:26])[CH2:10][CH2:11]3)[C:4]2=[O:5])=[CH:39][CH:40]=1, predict the reactants needed to synthesize it. (4) Given the product [CH3:17][O:18][C@@H:19]([C:20](=[O:25])[C:2]1[CH:16]=[CH:15][C:5]2[N:6]=[C:7]([C:9]3[CH:14]=[CH:13][CH:12]=[CH:11][CH:10]=3)[O:8][C:4]=2[CH:3]=1)[CH2:23][C:22]([OH:24])=[O:21], predict the reactants needed to synthesize it. The reactants are: Br[C:2]1[CH:16]=[CH:15][C:5]2[N:6]=[C:7]([C:9]3[CH:14]=[CH:13][CH:12]=[CH:11][CH:10]=3)[O:8][C:4]=2[CH:3]=1.[CH3:17][O:18][C@@H:19]1[CH2:23][C:22](=[O:24])[O:21][C:20]1=[O:25]. (5) Given the product [F:5][C:6]1[CH:31]=[C:30]([NH:32][CH3:33])[CH:29]=[CH:28][C:7]=1[C:8]([NH:10][C@H:11]([C:21]([O:23][C:24]([CH3:26])([CH3:27])[CH3:25])=[O:22])[CH2:12][CH2:13][C:14]([O:16][C:17]([CH3:18])([CH3:19])[CH3:20])=[O:15])=[O:9], predict the reactants needed to synthesize it. The reactants are: C([O-])=O.[NH4+].[F:5][C:6]1[CH:31]=[C:30]([NH:32][CH2:33]CC2C=CC=CC=2)[CH:29]=[CH:28][C:7]=1[C:8]([NH:10][C@H:11]([C:21]([O:23][C:24]([CH3:27])([CH3:26])[CH3:25])=[O:22])[CH2:12][CH2:13][C:14]([O:16][C:17]([CH3:20])([CH3:19])[CH3:18])=[O:15])=[O:9]. (6) Given the product [CH2:1]([O:3][C:4](=[O:21])[CH2:5][C:6]1[CH:11]=[C:10]([S:12][C:13]2[C:27]3[C:26](=[C:25]([F:32])[C:24]([Cl:23])=[CH:29][CH:28]=3)[NH:30][C:14]=2[CH3:15])[CH:9]=[CH:8][C:7]=1[C:17]([F:20])([F:19])[F:18])[CH3:2], predict the reactants needed to synthesize it. The reactants are: [CH2:1]([O:3][C:4](=[O:21])[CH2:5][C:6]1[CH:11]=[C:10]([S:12][CH2:13][C:14](=O)[CH3:15])[CH:9]=[CH:8][C:7]=1[C:17]([F:20])([F:19])[F:18])[CH3:2].Cl.[Cl:23][C:24]1[C:25]([F:32])=[C:26]([NH:30]N)[CH:27]=[CH:28][CH:29]=1. (7) Given the product [NH:1]1[C:9]2[C:4](=[CH:5][CH:6]=[CH:7][CH:8]=2)[CH:3]=[C:2]1[C:10]1[C:18]2[C:13](=[CH:14][CH:15]=[CH:16][CH:17]=2)[NH:12][CH:11]=1, predict the reactants needed to synthesize it. The reactants are: [NH:1]1[C:9]2[C:4](=[CH:5][CH:6]=[CH:7][CH:8]=2)[CH2:3][CH:2]1[C:10]1[C:18]2[C:13](=[CH:14][CH:15]=[CH:16][CH:17]=2)[NH:12][CH:11]=1.